From a dataset of Forward reaction prediction with 1.9M reactions from USPTO patents (1976-2016). Predict the product of the given reaction. Given the reactants [F:1][C:2]1[CH:3]=[CH:4][C:5]([O:10][C:11]2[CH:12]=[C:13]3[C:17](=[CH:18][CH:19]=2)[N:16]([CH2:20][CH:21]=O)[N:15]=[CH:14]3)=[C:6]([CH:9]=1)[C:7]#[N:8].C(O[BH-](OC(=O)C)OC(=O)C)(=O)C.[C:36]([O:40][C:41]([N:43]1[CH2:48][CH2:47][NH:46][CH2:45][CH2:44]1)=[O:42])([CH3:39])([CH3:38])[CH3:37], predict the reaction product. The product is: [C:36]([O:40][C:41]([N:43]1[CH2:48][CH2:47][N:46]([CH2:21][CH2:20][N:16]2[C:17]3[C:13](=[CH:12][C:11]([O:10][C:5]4[CH:4]=[CH:3][C:2]([F:1])=[CH:9][C:6]=4[C:7]#[N:8])=[CH:19][CH:18]=3)[CH:14]=[N:15]2)[CH2:45][CH2:44]1)=[O:42])([CH3:39])([CH3:37])[CH3:38].